This data is from Catalyst prediction with 721,799 reactions and 888 catalyst types from USPTO. The task is: Predict which catalyst facilitates the given reaction. (1) Reactant: [I-].[Na+].C([O-])(O)=O.[Na+].Cl[CH:9]([CH3:27])[C:10]([NH:12][CH2:13][CH2:14][NH:15][C:16]1[CH:21]=[CH:20][CH:19]=[C:18]([O:22][C:23]([F:26])([F:25])[F:24])[CH:17]=1)=[O:11]. Product: [CH3:27][CH:9]1[N:15]([C:16]2[CH:21]=[CH:20][CH:19]=[C:18]([O:22][C:23]([F:26])([F:25])[F:24])[CH:17]=2)[CH2:14][CH2:13][NH:12][C:10]1=[O:11]. The catalyst class is: 21. (2) Reactant: [Br:1][C:2]1[CH:11]=[CH:10][CH:9]=[C:8]2[C:3]=1[CH2:4][CH2:5][N:6](C(OCC)=O)[CH:7]2[C:12]([OH:14])=[O:13].[CH3:20]CO.[OH-].[Na+].S(Cl)(Cl)=O. Product: [Br:1][C:2]1[CH:11]=[CH:10][CH:9]=[C:8]2[C:3]=1[CH2:4][CH2:5][NH:6][CH:7]2[C:12]([O:14][CH3:20])=[O:13]. The catalyst class is: 12. (3) Reactant: [Cl:1][CH2:2][CH:3]1[CH2:13][N:12]2[C:14]3[C:9]([C:10]([S:15]([C:18]4[C:27]5[C:22](=[CH:23][CH:24]=[CH:25][CH:26]=5)[CH:21]=[CH:20][CH:19]=4)(=[O:17])=[O:16])=[N:11]2)=[CH:8][CH:7]=[CH:6][C:5]=3[O:4]1.[CH3:28][NH:29][CH3:30].Cl.CCOCC. Product: [ClH:1].[CH3:28][N:29]([CH3:30])[CH2:2][CH:3]1[O:4][C:5]2=[C:14]3[C:9](=[CH:8][CH:7]=[CH:6]2)[C:10]([S:15]([C:18]2[C:27]4[C:22](=[CH:23][CH:24]=[CH:25][CH:26]=4)[CH:21]=[CH:20][CH:19]=2)(=[O:17])=[O:16])=[N:11][N:12]3[CH2:13]1. The catalyst class is: 58. (4) Reactant: [C:1](=[O:12])(OC(Cl)(Cl)Cl)OC(Cl)(Cl)Cl.[NH2:13][C:14]1[CH:41]=[CH:40][C:17]([C:18]([N:20]2[CH2:25][CH2:24][N:23]([CH2:26][C:27]3[CH:28]=[C:29]([CH:37]=[CH:38][CH:39]=3)[C:30]([NH:32][C@@H:33]([CH2:35][CH3:36])[CH3:34])=[O:31])[CH2:22][CH2:21]2)=[O:19])=[CH:16][C:15]=1[F:42].C(N(C(C)C)C(C)C)C.[CH3:52][C:53]([CH3:57])([CH3:56])[CH2:54][NH2:55]. Product: [C@H:33]([NH:32][C:30](=[O:31])[C:29]1[CH:37]=[CH:38][CH:39]=[C:27]([CH2:26][N:23]2[CH2:24][CH2:25][N:20]([C:18](=[O:19])[C:17]3[CH:40]=[CH:41][C:14]([NH:13][C:1]([NH:55][CH2:54][C:53]([CH3:57])([CH3:56])[CH3:52])=[O:12])=[C:15]([F:42])[CH:16]=3)[CH2:21][CH2:22]2)[CH:28]=1)([CH2:35][CH3:36])[CH3:34]. The catalyst class is: 4. (5) Reactant: [H-].[Al+3].[Li+].[H-].[H-].[H-].[CH3:7][O:8][C:9]1[C:10]([CH3:19])=[C:11]([CH:16]=[CH:17][CH:18]=1)[C:12](OC)=[O:13].OS(O)(=O)=O. Product: [CH3:7][O:8][C:9]1[C:10]([CH3:19])=[C:11]([CH2:12][OH:13])[CH:16]=[CH:17][CH:18]=1. The catalyst class is: 1.